From a dataset of Forward reaction prediction with 1.9M reactions from USPTO patents (1976-2016). Predict the product of the given reaction. (1) Given the reactants [C:1]([C@H:5]1[CH2:10][CH2:9][C@H:8]([O:11][C:12]2[CH:17]=[CH:16][C:15]([C:18]3[CH:23]=[CH:22][C:21]([CH2:24][N:25]4[CH2:30][CH2:29][CH:28]([C:31]([O:33]CC)=[O:32])[CH2:27][CH2:26]4)=[CH:20][CH:19]=3)=[CH:14][CH:13]=2)[CH2:7][CH2:6]1)([CH3:4])([CH3:3])[CH3:2].O[Li].O.Cl, predict the reaction product. The product is: [C:1]([C@H:5]1[CH2:10][CH2:9][C@H:8]([O:11][C:12]2[CH:17]=[CH:16][C:15]([C:18]3[CH:23]=[CH:22][C:21]([CH2:24][N:25]4[CH2:26][CH2:27][CH:28]([C:31]([OH:33])=[O:32])[CH2:29][CH2:30]4)=[CH:20][CH:19]=3)=[CH:14][CH:13]=2)[CH2:7][CH2:6]1)([CH3:4])([CH3:2])[CH3:3]. (2) Given the reactants C[O:2][C:3](=[O:22])[CH2:4][CH2:5][C:6]1[CH:11]=[CH:10][C:9]([O:12][C:13]2[CH:18]=[CH:17][CH:16]=[C:15](Br)[C:14]=2[CH3:20])=[CH:8][C:7]=1[CH3:21].[Cl:23][C:24]1[CH:29]=[CH:28][C:27]([OH:30])=[C:26]([O:31][C:32]2[CH:37]=[CH:36][CH:35]=[CH:34][CH:33]=2)[CH:25]=1, predict the reaction product. The product is: [Cl:23][C:24]1[CH:29]=[CH:28][C:27]([O:30][C:15]2[C:14]([CH3:20])=[C:13]([CH:18]=[CH:17][CH:16]=2)[O:12][C:9]2[CH:10]=[CH:11][C:6]([CH2:5][CH2:4][C:3]([OH:2])=[O:22])=[C:7]([CH3:21])[CH:8]=2)=[C:26]([O:31][C:32]2[CH:37]=[CH:36][CH:35]=[CH:34][CH:33]=2)[CH:25]=1. (3) Given the reactants Br[C:2](Br)=[C:3]([C:8]1[CH:13]=[CH:12][CH:11]=[CH:10][C:9]=1[NH2:14])[C:4]([F:7])([F:6])[F:5].[C:16]1(B(O)O)[CH:21]=[CH:20][CH:19]=[CH:18][CH:17]=1.[O-]P([O-])([O-])=O.[K+].[K+].[K+].O, predict the reaction product. The product is: [C:16]1([C:2]2[NH:14][C:9]3[C:8]([C:3]=2[C:4]([F:7])([F:6])[F:5])=[CH:13][CH:12]=[CH:11][CH:10]=3)[CH:21]=[CH:20][CH:19]=[CH:18][CH:17]=1. (4) Given the reactants [CH3:1][N:2]1[CH2:7][CH2:6][C:5](=[N:8][OH:9])[CH2:4][CH2:3]1.C([O-])(=O)C.C([O-])(=O)C.C([O-])(=O)C.C([O-])(=O)C.[Pb+4].[C:27]([OH:32])(=[O:31])[CH:28]([CH3:30])[CH3:29], predict the reaction product. The product is: [C:27]([O:32][C:5]1([N:8]=[O:9])[CH2:6][CH2:7][N:2]([CH3:1])[CH2:3][CH2:4]1)(=[O:31])[CH:28]([CH3:30])[CH3:29]. (5) Given the reactants [CH3:1][C:2]1[N:7]([CH2:8][CH2:9][C:10]2[CH:19]=[CH:18][C:13]([C:14]([O:16][CH3:17])=[O:15])=[CH:12][CH:11]=2)[C:6](=[O:20])[CH:5]=[CH:4][CH:3]=1.[Br:21]N1C(=O)CCC1=O.O.C(OCC)(=O)C, predict the reaction product. The product is: [Br:21][C:3]1[CH:4]=[CH:5][C:6](=[O:20])[N:7]([CH2:8][CH2:9][C:10]2[CH:11]=[CH:12][C:13]([C:14]([O:16][CH3:17])=[O:15])=[CH:18][CH:19]=2)[C:2]=1[CH3:1]. (6) The product is: [O:1]=[C:2]1[CH:11]=[CH:10][C:9]2[C:4](=[CH:5][CH:6]=[CH:7][CH:8]=2)[N:3]1[CH2:15][CH2:16][C:17]([O:19][CH2:20][CH3:21])=[O:18]. Given the reactants [OH:1][C:2]1[CH:11]=[CH:10][C:9]2[C:4](=[CH:5][CH:6]=[CH:7][CH:8]=2)[N:3]=1.[OH-].[K+].Cl[CH2:15][CH2:16][C:17]([O:19][CH2:20][CH3:21])=[O:18], predict the reaction product. (7) The product is: [C:29]([O:1][C:2]1[CH:28]=[CH:27][C:5]([CH2:6][C:7]2[C:11]3[C:12](=[O:26])[N:13]([C:20]4[CH:25]=[CH:24][CH:23]=[CH:22][CH:21]=4)[C:14]4[N:15]=[CH:16][CH:17]=[CH:18][C:19]=4[C:10]=3[NH:9][N:8]=2)=[CH:4][CH:3]=1)(=[O:31])[CH3:30]. Given the reactants [OH:1][C:2]1[CH:28]=[CH:27][C:5]([CH2:6][C:7]2[C:11]3[C:12](=[O:26])[N:13]([C:20]4[CH:25]=[CH:24][CH:23]=[CH:22][CH:21]=4)[C:14]4[N:15]=[CH:16][CH:17]=[CH:18][C:19]=4[C:10]=3[NH:9][N:8]=2)=[CH:4][CH:3]=1.[C:29](N1C=CN=C1)(=[O:31])[CH3:30], predict the reaction product. (8) Given the reactants Cl[C:2]1[N:7]=[CH:6][C:5]([Br:8])=[CH:4][N:3]=1.[NH:9]1[CH2:13][CH2:12][CH2:11][CH2:10]1, predict the reaction product. The product is: [N:9]1([C:2]2[N:7]=[CH:6][C:5]([Br:8])=[CH:4][N:3]=2)[CH2:13][CH2:12][CH2:11][CH2:10]1.